This data is from Forward reaction prediction with 1.9M reactions from USPTO patents (1976-2016). The task is: Predict the product of the given reaction. (1) Given the reactants [CH2:1]([O:3][C:4]1[C:24]([CH2:25][CH3:26])=[CH:23][C:7]2[NH:8][C:9]([C:11]3[C:15]([NH2:16])=[CH:14][N:13]([CH:17]4[CH2:22][CH2:21][CH2:20][CH2:19][O:18]4)[N:12]=3)=[N:10][C:6]=2[CH:5]=1)[CH3:2].C(N(CC)CC)C.[CH:34]1([C:37](Cl)=[O:38])[CH2:36][CH2:35]1, predict the reaction product. The product is: [CH2:1]([O:3][C:4]1[C:24]([CH2:25][CH3:26])=[CH:23][C:7]2[NH:8][C:9]([C:11]3[C:15]([NH:16][C:37]([CH:34]4[CH2:36][CH2:35]4)=[O:38])=[CH:14][N:13]([CH:17]4[CH2:22][CH2:21][CH2:20][CH2:19][O:18]4)[N:12]=3)=[N:10][C:6]=2[CH:5]=1)[CH3:2]. (2) Given the reactants Cl[C:2]1[C:7]([C:8]#[N:9])=[C:6]([O:10][C:11]2[CH:16]=[CH:15][C:14]([S:17]([CH3:20])(=[O:19])=[O:18])=[CH:13][CH:12]=2)[N:5]=[C:4]([CH3:21])[N:3]=1.[CH:22]([C:25]1[N:29]=[C:28]([CH:30]2[CH2:35][CH2:34][NH:33][CH2:32][CH2:31]2)[O:27][N:26]=1)([CH3:24])[CH3:23].C(=O)([O-])[O-].[K+].[K+].C(=O)(O)[O-].[Na+], predict the reaction product. The product is: [CH:22]([C:25]1[N:29]=[C:28]([CH:30]2[CH2:35][CH2:34][N:33]([C:2]3[C:7]([C:8]#[N:9])=[C:6]([O:10][C:11]4[CH:16]=[CH:15][C:14]([S:17]([CH3:20])(=[O:19])=[O:18])=[CH:13][CH:12]=4)[N:5]=[C:4]([CH3:21])[N:3]=3)[CH2:32][CH2:31]2)[O:27][N:26]=1)([CH3:24])[CH3:23]. (3) Given the reactants [Cl:1][C:2]1[CH:7]=[C:6]([Cl:8])[CH:5]=[CH:4][C:3]=1I.C([O-])([O-])=O.[Cs+].[Cs+].CC1(C)C2C(=C(P(C3C=CC=CC=3)C3C=CC=CC=3)C=CC=2)OC2C(P(C3C=CC=CC=3)C3C=CC=CC=3)=CC=CC1=2.[F:58][C:59]([F:70])([F:69])[C:60]1[CH:65]=[CH:64][C:63]([C:66](=[O:68])[CH3:67])=[CH:62][CH:61]=1, predict the reaction product. The product is: [Cl:1][C:2]1[CH:7]=[C:6]([Cl:8])[CH:5]=[CH:4][C:3]=1[CH2:67][C:66]([C:63]1[CH:64]=[CH:65][C:60]([C:59]([F:58])([F:69])[F:70])=[CH:61][CH:62]=1)=[O:68]. (4) Given the reactants [N:1]1([C:7](Cl)=[O:8])[CH2:6][CH2:5][O:4][CH2:3][CH2:2]1.[Cl:10][C:11]1[C:12]([F:37])=[C:13]([CH:34]=[CH:35][CH:36]=1)[NH:14][C:15]1[C:24]2[C:19](=[CH:20][C:21]([O:32][CH3:33])=[C:22]([O:25][CH:26]3[CH2:31][CH2:30][NH:29][CH2:28][CH2:27]3)[CH:23]=2)[N:18]=[CH:17][N:16]=1.C(N(C(C)C)CC)(C)C, predict the reaction product. The product is: [Cl:10][C:11]1[C:12]([F:37])=[C:13]([CH:34]=[CH:35][CH:36]=1)[NH:14][C:15]1[C:24]2[C:19](=[CH:20][C:21]([O:32][CH3:33])=[C:22]([O:25][CH:26]3[CH2:31][CH2:30][N:29]([C:7]([N:1]4[CH2:6][CH2:5][O:4][CH2:3][CH2:2]4)=[O:8])[CH2:28][CH2:27]3)[CH:23]=2)[N:18]=[CH:17][N:16]=1. (5) Given the reactants [C:1]1([CH2:11][N:12]2[CH2:17][CH2:16][CH:15]([CH2:18][NH:19][C:20]3[NH:24][C:23]4[CH:25]=[CH:26][C:27]([CH:29]=O)=[CH:28][C:22]=4[N:21]=3)[CH2:14][CH2:13]2)[C:10]2[C:5](=[CH:6][CH:7]=[CH:8][CH:9]=2)[CH:4]=[CH:3][CH:2]=1.Cl.[NH2:32]O.Cl.O1CCOCC1, predict the reaction product. The product is: [C:1]1([CH2:11][N:12]2[CH2:17][CH2:16][CH:15]([CH2:18][NH:19][C:20]3[NH:24][C:23]4[CH:25]=[CH:26][C:27]([C:29]#[N:32])=[CH:28][C:22]=4[N:21]=3)[CH2:14][CH2:13]2)[C:10]2[C:5](=[CH:6][CH:7]=[CH:8][CH:9]=2)[CH:4]=[CH:3][CH:2]=1. (6) Given the reactants Cl[C:2]1[CH:3]=[CH:4][CH:5]=[C:6]2[C:10]=1[NH:9][CH:8]=[C:7]2[C:11]1[CH:16]=[CH:15][N:14]=[C:13]([NH:17][CH:18]2[CH2:23][C:22]([CH3:25])([CH3:24])[NH:21][C:20]([CH3:27])([CH3:26])[CH2:19]2)[N:12]=1.[CH3:28][C:29](=[CH2:32])[C:30]#[N:31].CCCC[N+](CCCC)(CCCC)CCCC.[F-], predict the reaction product. The product is: [CH3:32]/[C:29](=[CH:28]\[C:2]1[CH:3]=[CH:4][CH:5]=[C:6]2[C:10]=1[NH:9][CH:8]=[C:7]2[C:11]1[CH:16]=[CH:15][N:14]=[C:13]([NH:17][CH:18]2[CH2:23][C:22]([CH3:24])([CH3:25])[NH:21][C:20]([CH3:27])([CH3:26])[CH2:19]2)[N:12]=1)/[C:30]#[N:31]. (7) Given the reactants [C:1]([CH:5]1[CH2:14][CH2:13][C:12]2[N:11]=[C:10]3[S:15][C:16]([NH2:18])=[N:17][C:9]3=[CH:8][C:7]=2[CH2:6]1)([CH3:4])([CH3:3])[CH3:2].[C:19](OC(=O)C)(=[O:21])C.C(O)=O, predict the reaction product. The product is: [C:1]([CH:5]1[CH2:14][CH2:13][C:12]2[N:11]=[C:10]3[S:15][C:16]([NH:18][CH:19]=[O:21])=[N:17][C:9]3=[CH:8][C:7]=2[CH2:6]1)([CH3:4])([CH3:2])[CH3:3]. (8) Given the reactants [O:1]1[CH2:6][CH2:5][CH2:4][CH2:3][CH:2]1[O:7][CH2:8][C:9]1([N:12]2[C:16]3[N:17]=[CH:18][N:19]=[CH:20][C:15]=3[CH:14]=[CH:13]2)[CH2:11][CH2:10]1.[I:21]N1C(=O)CCC1=O, predict the reaction product. The product is: [I:21][C:14]1[C:15]2[CH:20]=[N:19][CH:18]=[N:17][C:16]=2[N:12]([C:9]2([CH2:8][O:7][CH:2]3[CH2:3][CH2:4][CH2:5][CH2:6][O:1]3)[CH2:11][CH2:10]2)[CH:13]=1. (9) The product is: [Br:1][C:2]1[CH:18]=[CH:17][C:5]2[NH:6][C:7](=[O:16])[CH2:8][C:9]3[CH:12]=[N:22][C:20]([NH:19][C:23]4[CH:31]=[CH:30][C:26]([C:27]([OH:29])=[O:28])=[CH:25][CH:24]=4)=[N:21][C:10]=3[C:4]=2[CH:3]=1. Given the reactants [Br:1][C:2]1[CH:18]=[CH:17][C:5]2[NH:6][C:7](=[O:16])[CH2:8][C:9](=[CH:12]N(C)C)[C:10](=O)[C:4]=2[CH:3]=1.[NH:19]([C:23]1[CH:31]=[CH:30][C:26]([C:27]([OH:29])=[O:28])=[CH:25][CH:24]=1)[C:20]([NH2:22])=[NH:21], predict the reaction product. (10) Given the reactants [CH3:1][S:2][C:3]1[N:11]=[C:6]2[NH:7][CH:8]=[CH:9][CH:10]=[C:5]2[N:4]=1.[Cl:12][C:13]1[CH:18]=[CH:17][C:16]([CH2:19]Cl)=[CH:15][N:14]=1.C(N(CC)CC)C, predict the reaction product. The product is: [Cl:12][C:13]1[N:14]=[CH:15][C:16]([CH2:19][N:7]2[CH:8]=[CH:9][CH:10]=[C:5]3[N:4]=[C:3]([S:2][CH3:1])[N:11]=[C:6]23)=[CH:17][CH:18]=1.